This data is from NCI-60 drug combinations with 297,098 pairs across 59 cell lines. The task is: Regression. Given two drug SMILES strings and cell line genomic features, predict the synergy score measuring deviation from expected non-interaction effect. (1) Drug 1: CCN(CC)CCNC(=O)C1=C(NC(=C1C)C=C2C3=C(C=CC(=C3)F)NC2=O)C. Drug 2: CN(CCCl)CCCl.Cl. Cell line: NCI/ADR-RES. Synergy scores: CSS=11.6, Synergy_ZIP=-1.40, Synergy_Bliss=-3.84, Synergy_Loewe=-8.75, Synergy_HSA=-7.53. (2) Drug 1: COC1=C(C=C2C(=C1)N=CN=C2NC3=CC(=C(C=C3)F)Cl)OCCCN4CCOCC4. Drug 2: CN(CC1=CN=C2C(=N1)C(=NC(=N2)N)N)C3=CC=C(C=C3)C(=O)NC(CCC(=O)O)C(=O)O. Cell line: DU-145. Synergy scores: CSS=39.4, Synergy_ZIP=-10.7, Synergy_Bliss=-10.1, Synergy_Loewe=-4.27, Synergy_HSA=-2.31.